From a dataset of Full USPTO retrosynthesis dataset with 1.9M reactions from patents (1976-2016). Predict the reactants needed to synthesize the given product. (1) Given the product [Cl:1][C:2]1[C:3]([N:8]2[C:12]([C:13]3[O:18][C:17](=[O:19])[C:16]4[CH:20]=[C:21]([C:31]#[N:32])[CH:22]=[C:23]([CH3:24])[C:15]=4[N:14]=3)=[CH:11][C:10]([C:26]([F:29])([F:28])[F:27])=[N:9]2)=[N:4][CH:5]=[CH:6][CH:7]=1, predict the reactants needed to synthesize it. The reactants are: [Cl:1][C:2]1[C:3]([N:8]2[C:12]([C:13]3[O:18][C:17](=[O:19])[C:16]4[CH:20]=[C:21](I)[CH:22]=[C:23]([CH3:24])[C:15]=4[N:14]=3)=[CH:11][C:10]([C:26]([F:29])([F:28])[F:27])=[N:9]2)=[N:4][CH:5]=[CH:6][CH:7]=1.[Cu][C:31]#[N:32]. (2) Given the product [O:1]1[C:5]2([CH2:10][CH2:9][N:8]([C:11]3[CH:16]=[CH:15][C:14]([N:17]4[CH2:21][C@H:20]([CH2:22][NH:23][C:24](=[S:38])[CH3:25])[O:19][C:18]4=[O:27])=[CH:13][C:12]=3[F:28])[CH2:7][CH2:6]2)[O:4][CH2:3][CH2:2]1, predict the reactants needed to synthesize it. The reactants are: [O:1]1[C:5]2([CH2:10][CH2:9][N:8]([C:11]3[CH:16]=[CH:15][C:14]([N:17]4[CH2:21][C@H:20]([CH2:22][NH:23][C:24](=O)[CH3:25])[O:19][C:18]4=[O:27])=[CH:13][C:12]=3[F:28])[CH2:7][CH2:6]2)[O:4][CH2:3][CH2:2]1.COC1C=CC(P2(SP(C3C=CC(OC)=CC=3)(=S)S2)=[S:38])=CC=1. (3) Given the product [F:35][C:34]([F:37])([F:36])[C:32]1[CH:31]=[C:5]([CH:4]=[C:3]([C:2]([F:1])([F:38])[F:39])[CH:33]=1)[CH2:6][N:7]1[CH2:14][CH2:13][CH2:12][NH:11][C:10]2[N:15]=[C:16]([N:51]3[CH2:52][CH2:53][CH:48]([NH:47][S:55]([CH3:54])(=[O:57])=[O:56])[CH2:49][CH2:50]3)[N:17]=[C:18]([C:19]3[CH:24]=[CH:23][CH:22]=[CH:21][C:20]=3[CH3:25])[C:9]=2[C:8]1=[O:30], predict the reactants needed to synthesize it. The reactants are: [F:1][C:2]([F:39])([F:38])[C:3]1[CH:4]=[C:5]([CH:31]=[C:32]([C:34]([F:37])([F:36])[F:35])[CH:33]=1)[CH2:6][N:7]1[CH2:14][CH2:13][CH2:12][NH:11][C:10]2[N:15]=[C:16](S(C)(=O)=O)[N:17]=[C:18]([C:19]3[CH:24]=[CH:23][CH:22]=[CH:21][C:20]=3[CH3:25])[C:9]=2[C:8]1=[O:30].C(OC([NH:47][CH:48]1[CH2:53][CH2:52][NH:51][CH2:50][CH2:49]1)=O)(C)(C)C.[CH3:54][S:55](Cl)(=[O:57])=[O:56]. (4) Given the product [Cl:29][C:28]1[C:23]2[N:22]=[C:21]3[N:16]([C:13]4[CH:14]=[CH:15][C:10]([C:7]([NH2:8])=[O:9])=[CH:11][C:12]=4[CH3:34])[CH2:17][CH2:18][CH2:19][N:20]3[C:24]=2[C:25]([CH2:30][OH:31])=[CH:26][CH:27]=1, predict the reactants needed to synthesize it. The reactants are: [H-].[Al+3].[Li+].[H-].[H-].[H-].[C:7]([C:10]1[CH:15]=[CH:14][C:13]([N:16]2[C:21]3=[N:22][C:23]4[C:24](=[C:25]([C:30](OC)=[O:31])[CH:26]=[CH:27][C:28]=4[Cl:29])[N:20]3[CH2:19][CH2:18][CH2:17]2)=[C:12]([CH3:34])[CH:11]=1)(=[O:9])[NH2:8].O.O.O.O.O.O.O.O.O.O.S([O-])([O-])(=O)=O.[Na+].[Na+]. (5) Given the product [CH3:1][C:2]1[N:3]=[N:4][N:5]([CH2:7][C:8]2[CH:13]=[C:12]([C:14]([F:15])([F:17])[F:16])[CH:11]=[CH:10][C:9]=2/[CH:18]=[CH:19]/[C:20]([OH:22])=[O:21])[N:6]=1, predict the reactants needed to synthesize it. The reactants are: [CH3:1][C:2]1[N:3]=[N:4][N:5]([CH2:7][C:8]2[CH:13]=[C:12]([C:14]([F:17])([F:16])[F:15])[CH:11]=[CH:10][C:9]=2/[CH:18]=[CH:19]/[C:20]([O:22]CC)=[O:21])[N:6]=1.[OH-].[Na+].